This data is from Forward reaction prediction with 1.9M reactions from USPTO patents (1976-2016). The task is: Predict the product of the given reaction. (1) Given the reactants [CH2:1]([N:8]1[CH2:13][CH2:12][CH:11]([N:14]([CH:24]([CH3:26])[CH3:25])[C:15](=O)[CH2:16][O:17][CH2:18][CH2:19][CH2:20][CH2:21][OH:22])[CH2:10][CH2:9]1)[C:2]1[CH:7]=[CH:6][CH:5]=[CH:4][CH:3]=1.[H-].[Al+3].[Li+].[H-].[H-].[H-], predict the reaction product. The product is: [OH:22][CH2:21][CH2:20][CH2:19][CH2:18][O:17][CH2:16][CH2:15][N:14]([CH:11]1[CH2:10][CH2:9][N:8]([CH2:1][C:2]2[CH:7]=[CH:6][CH:5]=[CH:4][CH:3]=2)[CH2:13][CH2:12]1)[CH:24]([CH3:26])[CH3:25]. (2) Given the reactants [NH2:1][C:2]1[CH:7]=[CH:6][C:5]([CH:8]2[CH2:13][C:12](=[O:14])[NH:11][C:10](=[O:15])[CH2:9]2)=[CH:4][C:3]=1[C:16]1[CH2:21][CH2:20][CH2:19][CH2:18][CH:17]=1.C1CN([P+](Br)(N2CCCC2)N2CCCC2)CC1.F[P-](F)(F)(F)(F)F.[K+].[C:47]([C:49]1[N:50]=[C:51]([C:62]([O-])=[O:63])[N:52]([CH2:54][O:55][CH2:56][CH2:57][Si:58]([CH3:61])([CH3:60])[CH3:59])[CH:53]=1)#[N:48].CCN(C(C)C)C(C)C, predict the reaction product. The product is: [C:16]1([C:3]2[CH:4]=[C:5]([CH:8]3[CH2:9][C:10](=[O:15])[NH:11][C:12](=[O:14])[CH2:13]3)[CH:6]=[CH:7][C:2]=2[NH:1][C:62]([C:51]2[N:52]([CH2:54][O:55][CH2:56][CH2:57][Si:58]([CH3:61])([CH3:60])[CH3:59])[CH:53]=[C:49]([C:47]#[N:48])[N:50]=2)=[O:63])[CH2:21][CH2:20][CH2:19][CH2:18][CH:17]=1.